From a dataset of Full USPTO retrosynthesis dataset with 1.9M reactions from patents (1976-2016). Predict the reactants needed to synthesize the given product. Given the product [Cl:41][C:35]1[CH:36]=[CH:37][CH:38]=[C:39]([Cl:40])[C:34]=1[C:33]([NH:32][C@H:31]([C:43]([O:45][CH3:46])=[O:44])[CH2:30][C:29]1[CH:47]=[CH:48][C:26]([O:25][CH2:24][CH2:23][CH2:22][C:20]2[CH:19]=[CH:18][CH:17]=[C:16]([NH:15][CH3:13])[N:21]=2)=[CH:27][CH:28]=1)=[O:42], predict the reactants needed to synthesize it. The reactants are: C(O)(C(F)(F)F)=O.C(O[C:13]([N:15](C)[C:16]1[N:21]=[C:20]([CH2:22][CH2:23][CH2:24][O:25][C:26]2[CH:48]=[CH:47][C:29]([CH2:30][C@@H:31]([C:43]([O:45][CH3:46])=[O:44])[NH:32][C:33](=[O:42])[C:34]3[C:39]([Cl:40])=[CH:38][CH:37]=[CH:36][C:35]=3[Cl:41])=[CH:28][CH:27]=2)[CH:19]=[CH:18][CH:17]=1)=O)(C)(C)C.